From a dataset of Full USPTO retrosynthesis dataset with 1.9M reactions from patents (1976-2016). Predict the reactants needed to synthesize the given product. (1) Given the product [Br:1][C:2]1[CH:3]=[CH:4][C:5]2[NH:6][C:7]3[C:12]([C:13]=2[C:14]=1[O:15][CH2:16][C@@H:17]([OH:18])[CH2:19][NH:20][CH2:21][CH:22]1[CH2:27][CH2:26][N:25]([CH2:28][CH2:29][C:30]([F:33])([F:31])[F:32])[CH2:24][CH2:23]1)=[CH:11][CH:10]=[CH:9][CH:8]=3, predict the reactants needed to synthesize it. The reactants are: [Br:1][C:2]1[CH:3]=[CH:4][C:5]2[NH:6][C:7]3[C:12]([C:13]=2[C:14]=1[O:15][CH2:16][C@@H:17]1[CH2:19][O:18]1)=[CH:11][CH:10]=[CH:9][CH:8]=3.[NH2:20][CH2:21][CH:22]1[CH2:27][CH2:26][N:25]([CH2:28][CH2:29][C:30]([F:33])([F:32])[F:31])[CH2:24][CH2:23]1. (2) Given the product [C:27]([C:23]1[CH:22]=[C:21]([CH:26]=[CH:25][CH:24]=1)[CH2:20][C:12]1[C:13]2[C:18](=[O:19])[NH:17][N:16]=[CH:15][C:14]=2[NH:10][C:11]=1[C:30]1[CH:35]=[CH:34][C:33]([O:36][CH:37]([F:39])[F:38])=[C:32]([O:40][CH:41]2[CH2:43][CH2:42]2)[CH:31]=1)([OH:29])=[O:28], predict the reactants needed to synthesize it. The reactants are: C(OC[N:10]1[C:14]2[CH:15]=[N:16][NH:17][C:18](=[O:19])[C:13]=2[C:12]([CH2:20][C:21]2[CH:26]=[CH:25][CH:24]=[C:23]([C:27]([OH:29])=[O:28])[CH:22]=2)=[C:11]1[C:30]1[CH:35]=[CH:34][C:33]([O:36][CH:37]([F:39])[F:38])=[C:32]([O:40][CH:41]2[CH2:43][CH2:42]2)[CH:31]=1)C1C=CC=CC=1.C(OCN1C2C=NNC(=O)C=2C(CC2C=CC=CC=2F)=C1C1C=CC(OC(F)F)=C(OC2CC2)C=1)C1C=CC=CC=1.